Dataset: Full USPTO retrosynthesis dataset with 1.9M reactions from patents (1976-2016). Task: Predict the reactants needed to synthesize the given product. (1) Given the product [Cr:1]([O:5][Cr:1]([O-:4])(=[O:3])=[O:2])([O-:4])(=[O:3])=[O:2].[NH4+:6].[NH4+:6], predict the reactants needed to synthesize it. The reactants are: [Cr:1]([O-:5])([O-:4])(=[O:3])=[O:2].[NH4+:6].[Na+]. (2) Given the product [CH3:2][CH2:1][O:3][C:4]([C:6]1[N:7]([C:37]([O:36][C:33]([CH3:35])([CH3:34])[CH3:32])=[O:38])[C:8]2[C:13]([CH:14]=1)=[C:12]([O:15][CH2:16][C:17]1[CH:22]=[CH:21][CH:20]=[CH:19][CH:18]=1)[CH:11]=[CH:10][CH:9]=2)=[O:5], predict the reactants needed to synthesize it. The reactants are: [CH2:1]([O:3][C:4]([C:6]1[NH:7][C:8]2[C:13]([CH:14]=1)=[C:12]([O:15][CH2:16][C:17]1[CH:22]=[CH:21][CH:20]=[CH:19][CH:18]=1)[CH:11]=[CH:10][CH:9]=2)=[O:5])[CH3:2].CN(C1C=CC=CN=1)C.[CH3:32][C:33]([O:36][C:37](O[C:37]([O:36][C:33]([CH3:35])([CH3:34])[CH3:32])=[O:38])=[O:38])([CH3:35])[CH3:34].